Dataset: Forward reaction prediction with 1.9M reactions from USPTO patents (1976-2016). Task: Predict the product of the given reaction. (1) Given the reactants Cl.[C:2]([O:7][CH2:8][CH2:9][NH2:10])(=[O:6])[C:3]([CH3:5])=[CH2:4].C(N(CC)CC)C.[F:18][C:19]([F:25])([F:24])[S:20](Cl)(=[O:22])=[O:21].CCOCC, predict the reaction product. The product is: [C:2]([O:7][CH2:8][CH2:9][NH:10][S:20]([C:19]([F:25])([F:24])[F:18])(=[O:22])=[O:21])(=[O:6])[C:3]([CH3:5])=[CH2:4]. (2) Given the reactants Br[C:2]1[CH:7]=[CH:6][CH:5]=[CH:4][C:3]=1[CH2:8][CH2:9][NH:10][C:11](=[O:20])[O:12][CH2:13][C:14]1[CH:19]=[CH:18][CH:17]=[CH:16][CH:15]=1.C(N(CC)CC)C.[C:28]([Si:30]([CH3:33])([CH3:32])[CH3:31])#[CH:29].[OH-].[Na+], predict the reaction product. The product is: [CH3:31][Si:30]([CH3:33])([CH3:32])[C:28]#[C:29][C:2]1[CH:7]=[CH:6][CH:5]=[CH:4][C:3]=1[CH2:8][CH2:9][NH:10][C:11](=[O:20])[O:12][CH2:13][C:14]1[CH:19]=[CH:18][CH:17]=[CH:16][CH:15]=1. (3) Given the reactants [Cl:1][C:2]1[C:7]([C:8]([O:10][CH2:11][CH3:12])=[O:9])=[CH:6][N:5]=[C:4]2[NH:13][CH:14]=[CH:15][C:3]=12.[H-].[Na+].Cl[CH2:19][O:20][CH2:21][CH2:22][Si:23]([CH3:26])([CH3:25])[CH3:24], predict the reaction product. The product is: [Cl:1][C:2]1[C:7]([C:8]([O:10][CH2:11][CH3:12])=[O:9])=[CH:6][N:5]=[C:4]2[N:13]([CH2:19][O:20][CH2:21][CH2:22][Si:23]([CH3:26])([CH3:25])[CH3:24])[CH:14]=[CH:15][C:3]=12. (4) Given the reactants Br[C:2]1[CH:3]=[CH:4][C:5]([C:8]([F:11])([F:10])[F:9])=[N:6][CH:7]=1.[C:12]([B-](F)(F)F)([CH3:14])=[CH2:13].[K+].C(Cl)Cl.C(N(CC)CC)C, predict the reaction product. The product is: [C:12]([C:2]1[CH:3]=[CH:4][C:5]([C:8]([F:11])([F:10])[F:9])=[N:6][CH:7]=1)([CH3:14])=[CH2:13]. (5) Given the reactants [Br:1][C:2]1[CH:14]=[CH:13][C:12]2[C:11]3[C:6](=[CH:7][C:8]([Br:15])=[CH:9][CH:10]=3)[CH2:5][C:4]=2[CH:3]=1.[OH-].[K+].[CH3:18][C:19]([CH3:21])=O, predict the reaction product. The product is: [Br:1][C:2]1[CH:14]=[CH:13][C:12]2[C:11]3[C:6](=[CH:7][C:8]([Br:15])=[CH:9][CH:10]=3)[C:5](=[C:19]([CH3:21])[CH3:18])[C:4]=2[CH:3]=1. (6) Given the reactants [Br:1][C:2]1[CH:7]=[CH:6][C:5]([NH:8][C:9](=O)C(F)(F)F)=[C:4]([N+:15]([O-:17])=[O:16])[C:3]=1[F:18].C1(P(C2C=CC=CC=2)C2C=CC=CC=2)C=CC=CC=1.CO.N(C(OC(C)C)=O)=NC(OC(C)C)=O, predict the reaction product. The product is: [Br:1][C:2]1[CH:7]=[CH:6][C:5]([NH:8][CH3:9])=[C:4]([N+:15]([O-:17])=[O:16])[C:3]=1[F:18].